From a dataset of Forward reaction prediction with 1.9M reactions from USPTO patents (1976-2016). Predict the product of the given reaction. Given the reactants Cl[C:2]1[N:10]=[C:9]([F:11])[N:8]=[C:7]2[C:3]=1[N:4]=[CH:5][NH:6]2.Cl.[CH3:13][O:14][C:15]1[C:19]([NH2:20])=[CH:18][N:17]([CH3:21])[N:16]=1.C(N(CC)C(C)C)(C)C, predict the reaction product. The product is: [F:11][C:9]1[N:8]=[C:7]2[C:3]([N:4]=[CH:5][NH:6]2)=[C:2]([NH:20][C:19]2[C:15]([O:14][CH3:13])=[N:16][N:17]([CH3:21])[CH:18]=2)[N:10]=1.